This data is from Catalyst prediction with 721,799 reactions and 888 catalyst types from USPTO. The task is: Predict which catalyst facilitates the given reaction. (1) Reactant: C([O:3][C:4](=[O:15])[NH:5][C:6]1[CH:11]=[CH:10][C:9]([Cl:12])=[CH:8][C:7]=1[CH2:13]O)C.C1CCN2C(=NCCC2)CC1. Product: [Cl:12][C:9]1[CH:10]=[CH:11][C:6]2[NH:5][C:4](=[O:3])[O:15][CH2:13][C:7]=2[CH:8]=1. The catalyst class is: 260. (2) The catalyst class is: 2. Reactant: C(OC([N:8]1[C@@H:16]2[C@@H:11]([CH2:12][CH2:13][CH2:14][CH2:15]2)[CH2:10][C@H:9]1[CH2:17][NH:18][CH2:19][C:20]([CH3:30])=[CH:21][C:22]1[CH:27]=[CH:26][C:25]([F:28])=[CH:24][C:23]=1[F:29])=O)(C)(C)C.C(N(CC)CC)C.[F:38][CH:39]([F:52])[O:40][C:41]1[CH:49]=[CH:48][C:44]([C:45](Cl)=[O:46])=[CH:43][C:42]=1[O:50][CH3:51].FC(F)(F)C(O)=O. Product: [F:38][CH:39]([F:52])[O:40][C:41]1[CH:49]=[CH:48][C:44]([C:45]([N:18]([CH2:19]/[C:20](/[CH3:30])=[CH:21]/[C:22]2[CH:27]=[CH:26][C:25]([F:28])=[CH:24][C:23]=2[F:29])[CH2:17][C@@H:9]2[CH2:10][C@H:11]3[C@H:16]([CH2:15][CH2:14][CH2:13][CH2:12]3)[NH:8]2)=[O:46])=[CH:43][C:42]=1[O:50][CH3:51].